From a dataset of NCI-60 drug combinations with 297,098 pairs across 59 cell lines. Regression. Given two drug SMILES strings and cell line genomic features, predict the synergy score measuring deviation from expected non-interaction effect. (1) Drug 1: C1CNP(=O)(OC1)N(CCCl)CCCl. Drug 2: C1CN(P(=O)(OC1)NCCCl)CCCl. Cell line: HOP-62. Synergy scores: CSS=17.2, Synergy_ZIP=8.29, Synergy_Bliss=10.4, Synergy_Loewe=8.84, Synergy_HSA=11.1. (2) Drug 1: CN1CCC(CC1)COC2=C(C=C3C(=C2)N=CN=C3NC4=C(C=C(C=C4)Br)F)OC. Drug 2: CN1C(=O)N2C=NC(=C2N=N1)C(=O)N. Cell line: ACHN. Synergy scores: CSS=15.8, Synergy_ZIP=1.32, Synergy_Bliss=3.82, Synergy_Loewe=-19.9, Synergy_HSA=2.07.